Dataset: NCI-60 drug combinations with 297,098 pairs across 59 cell lines. Task: Regression. Given two drug SMILES strings and cell line genomic features, predict the synergy score measuring deviation from expected non-interaction effect. (1) Synergy scores: CSS=16.5, Synergy_ZIP=-2.10, Synergy_Bliss=2.64, Synergy_Loewe=-0.176, Synergy_HSA=0.925. Drug 2: C1C(C(OC1N2C=NC3=C2NC=NCC3O)CO)O. Drug 1: C1CN1P(=S)(N2CC2)N3CC3. Cell line: HOP-92. (2) Drug 1: CC(C1=C(C=CC(=C1Cl)F)Cl)OC2=C(N=CC(=C2)C3=CN(N=C3)C4CCNCC4)N. Drug 2: CC12CCC3C(C1CCC2OP(=O)(O)O)CCC4=C3C=CC(=C4)OC(=O)N(CCCl)CCCl.[Na+]. Cell line: NCI-H460. Synergy scores: CSS=2.56, Synergy_ZIP=0.135, Synergy_Bliss=-4.08, Synergy_Loewe=-8.90, Synergy_HSA=-3.67. (3) Drug 1: C1CCC(CC1)NC(=O)N(CCCl)N=O. Drug 2: COC1=C2C(=CC3=C1OC=C3)C=CC(=O)O2. Cell line: HOP-62. Synergy scores: CSS=10.5, Synergy_ZIP=-3.44, Synergy_Bliss=-3.92, Synergy_Loewe=-3.92, Synergy_HSA=-5.74. (4) Drug 2: CC1=C2C(C(=O)C3(C(CC4C(C3C(C(C2(C)C)(CC1OC(=O)C(C(C5=CC=CC=C5)NC(=O)C6=CC=CC=C6)O)O)OC(=O)C7=CC=CC=C7)(CO4)OC(=O)C)O)C)OC(=O)C. Synergy scores: CSS=48.1, Synergy_ZIP=5.53, Synergy_Bliss=5.94, Synergy_Loewe=-7.38, Synergy_HSA=8.99. Drug 1: CCC1=CC2CC(C3=C(CN(C2)C1)C4=CC=CC=C4N3)(C5=C(C=C6C(=C5)C78CCN9C7C(C=CC9)(C(C(C8N6C)(C(=O)OC)O)OC(=O)C)CC)OC)C(=O)OC.C(C(C(=O)O)O)(C(=O)O)O. Cell line: SK-MEL-5. (5) Drug 1: CC(C)(C#N)C1=CC(=CC(=C1)CN2C=NC=N2)C(C)(C)C#N. Drug 2: N.N.Cl[Pt+2]Cl. Cell line: MDA-MB-435. Synergy scores: CSS=13.0, Synergy_ZIP=-7.61, Synergy_Bliss=-3.14, Synergy_Loewe=0.514, Synergy_HSA=-1.63. (6) Drug 1: COC1=NC(=NC2=C1N=CN2C3C(C(C(O3)CO)O)O)N. Drug 2: CC1CCC2CC(C(=CC=CC=CC(CC(C(=O)C(C(C(=CC(C(=O)CC(OC(=O)C3CCCCN3C(=O)C(=O)C1(O2)O)C(C)CC4CCC(C(C4)OC)OCCO)C)C)O)OC)C)C)C)OC. Cell line: NCI-H522. Synergy scores: CSS=-1.84, Synergy_ZIP=-1.19, Synergy_Bliss=-3.76, Synergy_Loewe=-6.41, Synergy_HSA=-4.14. (7) Drug 1: CC1OCC2C(O1)C(C(C(O2)OC3C4COC(=O)C4C(C5=CC6=C(C=C35)OCO6)C7=CC(=C(C(=C7)OC)O)OC)O)O. Drug 2: CN(CC1=CN=C2C(=N1)C(=NC(=N2)N)N)C3=CC=C(C=C3)C(=O)NC(CCC(=O)O)C(=O)O. Cell line: U251. Synergy scores: CSS=56.0, Synergy_ZIP=-4.73, Synergy_Bliss=-4.24, Synergy_Loewe=-3.30, Synergy_HSA=0.612. (8) Drug 1: CCC1=CC2CC(C3=C(CN(C2)C1)C4=CC=CC=C4N3)(C5=C(C=C6C(=C5)C78CCN9C7C(C=CC9)(C(C(C8N6C)(C(=O)OC)O)OC(=O)C)CC)OC)C(=O)OC.C(C(C(=O)O)O)(C(=O)O)O. Drug 2: C1CCC(C(C1)N)N.C(=O)(C(=O)[O-])[O-].[Pt+4]. Cell line: SK-OV-3. Synergy scores: CSS=50.3, Synergy_ZIP=-0.258, Synergy_Bliss=-0.869, Synergy_Loewe=-10.4, Synergy_HSA=1.58. (9) Drug 1: C1CC(C1)(C(=O)O)C(=O)O.[NH2-].[NH2-].[Pt+2]. Drug 2: C1C(C(OC1N2C=NC(=NC2=O)N)CO)O. Cell line: NCI-H322M. Synergy scores: CSS=4.07, Synergy_ZIP=-0.989, Synergy_Bliss=1.23, Synergy_Loewe=-0.981, Synergy_HSA=1.06.